From a dataset of Catalyst prediction with 721,799 reactions and 888 catalyst types from USPTO. Predict which catalyst facilitates the given reaction. (1) Reactant: [Cl:1][C:2]1[C:3]([O:30][C@H:31]2[CH2:37][CH2:36][CH2:35][CH2:34][CH2:33][C@@H:32]2[C:38]2[N:42]([CH3:43])[N:41]=[CH:40][CH:39]=2)=[CH:4][C:5]([F:29])=[C:6]([S:8]([N:11](CC2C=CC(OC)=CC=2OC)[C:12]2[CH:17]=[CH:16][N:15]=[CH:14][N:13]=2)(=[O:10])=[O:9])[CH:7]=1.C([SiH](CC)CC)C.FC(F)(F)C(O)=O. Product: [Cl:1][C:2]1[C:3]([O:30][C@H:31]2[CH2:37][CH2:36][CH2:35][CH2:34][CH2:33][C@@H:32]2[C:38]2[N:42]([CH3:43])[N:41]=[CH:40][CH:39]=2)=[CH:4][C:5]([F:29])=[C:6]([S:8]([NH:11][C:12]2[CH:17]=[CH:16][N:15]=[CH:14][N:13]=2)(=[O:10])=[O:9])[CH:7]=1. The catalyst class is: 4. (2) Reactant: [N:1]1[CH:6]=[CH:5][C:4]([CH:7]=O)=[CH:3][CH:2]=1.[C:9]([CH2:11][C:12]([O:14][CH2:15][CH3:16])=[O:13])#[N:10].C([O-])(=O)C.[NH4+].C(O)(=O)C. Product: [C:9](/[C:11](=[CH:7]\[C:4]1[CH:3]=[CH:2][N:1]=[CH:6][CH:5]=1)/[C:12]([O:14][CH2:15][CH3:16])=[O:13])#[N:10]. The catalyst class is: 11. (3) Reactant: [O:1]1[C:5]2([CH2:10][CH2:9][C:8](=O)[CH2:7][CH2:6]2)[O:4][CH2:3][CH2:2]1.[CH:12]1C=CC=CC=1.C(OCC)C. Product: [CH2:12]=[C:8]1[CH2:9][CH2:10][C:5]2([O:4][CH2:3][CH2:2][O:1]2)[CH2:6][CH2:7]1. The catalyst class is: 6. (4) Reactant: [CH:1]1([C:4]2[N:9]=[C:8]([CH2:10][N:11]3[C:19]4[C:14](=[C:15]([NH:20][C:21]([C:23]5[N:27]6[CH:28]=[CH:29][C:30](F)=[CH:31][C:26]6=[N:25][CH:24]=5)=[O:22])[CH:16]=[CH:17][CH:18]=4)[C:13]([CH3:33])=[N:12]3)[CH:7]=[CH:6][CH:5]=2)[CH2:3][CH2:2]1.[CH3:34][C@@H:35]1[N:40]([CH3:41])[CH2:39][CH2:38][N:37]([CH2:42][CH2:43][OH:44])[CH2:36]1.CC(C)([O-])C.[K+]. Product: [CH:1]1([C:4]2[N:9]=[C:8]([CH2:10][N:11]3[C:19]4[C:14](=[C:15]([NH:20][C:21]([C:23]5[N:27]6[CH:28]=[CH:29][C:30]([O:44][CH2:43][CH2:42][N:37]7[CH2:38][CH2:39][N:40]([CH3:41])[C@@H:35]([CH3:34])[CH2:36]7)=[CH:31][C:26]6=[N:25][CH:24]=5)=[O:22])[CH:16]=[CH:17][CH:18]=4)[C:13]([CH3:33])=[N:12]3)[CH:7]=[CH:6][CH:5]=2)[CH2:3][CH2:2]1. The catalyst class is: 371. (5) Reactant: [Br:1][C:2]1[CH:3]=[CH:4][C:5]([OH:11])=[C:6]([C:8](=[O:10])[CH3:9])[CH:7]=1.C([O-])([O-])=O.[K+].[K+].[CH2:18](Br)[C:19]1[CH:24]=[CH:23][CH:22]=[CH:21][CH:20]=1. Product: [CH2:18]([O:11][C:5]1[CH:4]=[CH:3][C:2]([Br:1])=[CH:7][C:6]=1[C:8](=[O:10])[CH3:9])[C:19]1[CH:24]=[CH:23][CH:22]=[CH:21][CH:20]=1. The catalyst class is: 14. (6) Product: [CH3:1][O:2][C:3]1[CH:4]=[C:5]2[C:6]([C:7](=[N:27][O:26][CH3:25])[CH2:8][C@H:9]([C:13]3[CH:14]=[CH:15][C:16]([C:17]([O:19][CH3:20])=[O:18])=[CH:21][CH:22]=3)[O:10]2)=[CH:11][CH:12]=1. The catalyst class is: 17. Reactant: [CH3:1][O:2][C:3]1[CH:12]=[C:11]2[C:6]([C:7](=O)[CH2:8][C@H:9]([C:13]3[CH:22]=[CH:21][C:16]([C:17]([O:19][CH3:20])=[O:18])=[CH:15][CH:14]=3)[O:10]2)=[CH:5][CH:4]=1.Cl.[CH3:25][O:26][NH2:27]. (7) Reactant: O1[C:5]2([CH2:10][CH2:9][CH:8]([C:11]3[CH:25]=[CH:24][C:14]([CH2:15][NH:16][C:17](=[O:23])[O:18][C:19]([CH3:22])([CH3:21])[CH3:20])=[CH:13][CH:12]=3)[CH2:7][CH2:6]2)[O:4]CC1.II. Product: [O:4]=[C:5]1[CH2:6][CH2:7][CH:8]([C:11]2[CH:25]=[CH:24][C:14]([CH2:15][NH:16][C:17](=[O:23])[O:18][C:19]([CH3:21])([CH3:22])[CH3:20])=[CH:13][CH:12]=2)[CH2:9][CH2:10]1. The catalyst class is: 21.